Dataset: Catalyst prediction with 721,799 reactions and 888 catalyst types from USPTO. Task: Predict which catalyst facilitates the given reaction. (1) Reactant: [NH:1]1[CH:5]=[CH:4][CH:3]=[CH:2]1.[H-].[Na+].Br[CH2:9][CH2:10][CH2:11][O:12][CH3:13].O. Product: [CH3:13][O:12][CH2:11][CH2:10][CH2:9][N:1]1[CH:5]=[CH:4][CH:3]=[CH:2]1. The catalyst class is: 9. (2) Reactant: N1C2CCCC(=O)C=2C=N1.ClCOCC1C=CC=CC=1.N1C=CC=CC=1.[CH2:27]([O:34][CH2:35][N:36]1[C:44]2[CH2:43][CH2:42][CH2:41][C:40](=[O:45])[C:39]=2[CH:38]=[N:37]1)[C:28]1[CH:33]=[CH:32][CH:31]=[CH:30][CH:29]=1. Product: [CH2:27]([O:34][CH2:35][N:36]1[CH2:44][C:39]2[C:40](=[O:45])[CH2:41][CH2:42][CH2:43][C:38]=2[NH:37]1)[C:28]1[CH:29]=[CH:30][CH:31]=[CH:32][CH:33]=1. The catalyst class is: 64. (3) Reactant: C[O:2][C:3]([C:5]1[N:6]=[CH:7][N:8]([CH2:10][CH2:11][N:12]2[C:20]3[C:15](=[CH:16][CH:17]=[CH:18][CH:19]=3)[C@@:14]3([CH2:22][C@@H:21]3[C:23]3[CH:28]=[CH:27][C:26]([Cl:29])=[CH:25][CH:24]=3)[C:13]2=[O:30])[CH:9]=1)=[O:4].COC(C1N=CN(CCN2C3C(=CC=CC=3)[C@]3(C[C@H]3C3C=CC(Cl)=CC=3)C2=O)C=1)=O.O[Li].O. Product: [Cl:29][C:26]1[CH:27]=[CH:28][C:23]([C@H:21]2[C@@:14]3([C:15]4[C:20](=[CH:19][CH:18]=[CH:17][CH:16]=4)[N:12]([CH2:11][CH2:10][N:8]4[CH:9]=[C:5]([C:3]([OH:4])=[O:2])[N:6]=[CH:7]4)[C:13]3=[O:30])[CH2:22]2)=[CH:24][CH:25]=1. The catalyst class is: 24. (4) Reactant: [OH-].[Li+].[CH2:3]([O:5][C:6]([C:8]1[NH:9][C:10]([CH2:14][CH2:15][C:16]([O:18]C(C)(C)C)=[O:17])=[CH:11][C:12]=1[CH3:13])=[O:7])[CH3:4].C(O)C. Product: [CH2:3]([O:5][C:6]([C:8]1[NH:9][C:10]([CH2:14][CH2:15][C:16]([OH:18])=[O:17])=[CH:11][C:12]=1[CH3:13])=[O:7])[CH3:4]. The catalyst class is: 24. (5) Reactant: Br[C:2]1[C:3]([NH2:13])=[N:4][C:5]([C:9]([F:12])([F:11])[F:10])=[C:6]([Br:8])[N:7]=1.[Cl:14][C:15]1[CH:20]=[CH:19][C:18](B(O)O)=[CH:17][CH:16]=1.C(=O)([O-])[O-].[Na+].[Na+]. Product: [Br:8][C:6]1[N:7]=[C:2]([C:18]2[CH:19]=[CH:20][C:15]([Cl:14])=[CH:16][CH:17]=2)[C:3]([NH2:13])=[N:4][C:5]=1[C:9]([F:12])([F:11])[F:10]. The catalyst class is: 108. (6) Reactant: [C:1]([O:5][C:6]([N:8]1[CH2:11][CH:10]([NH:12][CH2:13][CH2:14][NH:15][C:16]2[N:21]=[CH:20][CH:19]=[CH:18][N:17]=2)[CH2:9]1)=[O:7])([CH3:4])([CH3:3])[CH3:2].CCN([CH2:27][CH3:28])CC.ClCC(Cl)=[O:32].[H-].[Na+]. Product: [C:1]([O:5][C:6]([N:8]1[CH2:11][CH:10]([N:12]2[CH2:28][CH2:27][N:15]([C:16]3[N:17]=[CH:18][CH:19]=[CH:20][N:21]=3)[CH2:14][C:13]2=[O:32])[CH2:9]1)=[O:7])([CH3:4])([CH3:2])[CH3:3]. The catalyst class is: 59. (7) Reactant: [C:1]1(C)C=CC=CC=1.[CH3:8][O:9][CH2:10][O:11][C:12]1[C:17]([CH3:18])=[CH:16][CH:15]=[C:14]([O:19][CH2:20][O:21][CH3:22])[C:13]=1[C:23](=O)[C:24]([O:26][CH2:27][CH3:28])=[O:25]. Product: [CH3:8][O:9][CH2:10][O:11][C:12]1[C:17]([CH3:18])=[CH:16][CH:15]=[C:14]([O:19][CH2:20][O:21][CH3:22])[C:13]=1[C:23](=[CH2:1])[C:24]([O:26][CH2:27][CH3:28])=[O:25]. The catalyst class is: 597.